From a dataset of Full USPTO retrosynthesis dataset with 1.9M reactions from patents (1976-2016). Predict the reactants needed to synthesize the given product. (1) Given the product [Cl:1][C:2]1[CH:3]=[C:4]([CH:12]([CH2:22][CH:23]2[CH2:27][CH2:26][CH2:25][C:24]2=[N:30][OH:31])[C:13]([NH:15][C:16]2[CH:21]=[N:20][CH:19]=[CH:18][N:17]=2)=[O:14])[CH:5]=[CH:6][C:7]=1[S:8]([CH3:11])(=[O:10])=[O:9], predict the reactants needed to synthesize it. The reactants are: [Cl:1][C:2]1[CH:3]=[C:4]([CH:12]([CH2:22][CH:23]2[CH2:27][CH2:26][CH2:25][C:24]2=O)[C:13]([NH:15][C:16]2[CH:21]=[N:20][CH:19]=[CH:18][N:17]=2)=[O:14])[CH:5]=[CH:6][C:7]=1[S:8]([CH3:11])(=[O:10])=[O:9].Cl.[NH2:30][OH:31]. (2) Given the product [NH:28]1[CH2:29][CH2:30][O:31][CH:26]([C:23]2[CH:24]=[CH:25][C:20]([OH:19])=[CH:21][CH:22]=2)[CH2:27]1, predict the reactants needed to synthesize it. The reactants are: C(=O)([O-])[O-].[K+].[K+].[N+](C1C=CC=CC=1S([O:19][C:20]1[CH:25]=[CH:24][C:23]([CH:26]2[O:31][CH2:30][CH2:29][N:28](S(C3C=CC=CC=3[N+]([O-])=O)(=O)=O)[CH2:27]2)=[CH:22][CH:21]=1)(=O)=O)([O-])=O.BrC1C=CC(S)=CC=1.Cl.